Dataset: Forward reaction prediction with 1.9M reactions from USPTO patents (1976-2016). Task: Predict the product of the given reaction. (1) Given the reactants [F:1][C:2]1[CH:3]=[C:4]([C:21]2[CH:22]=[N:23][N:24]3[CH:29]=[CH:28][C:27]([N:30]4[CH:34]([C:35]5[CH:40]=[CH:39][CH:38]=[CH:37][C:36]=5[N:41]5[CH2:46][CH2:45][N:44](C(OC(C)(C)C)=O)[CH2:43][CH2:42]5)[CH2:33][O:32][C:31]4=[O:54])=[N:26][C:25]=23)[CH:5]=[CH:6][C:7]=1[C:8]1[N:12]=[CH:11][N:10](COCC[Si](C)(C)C)[N:9]=1.FC1C=C(C2C=NN3C=CC(N4C(C5C=CC=CC=5N5CCN(C(OC(C)(C)C)=O)CC5)COC4=O)=NC=23)C=CC=1C1N(COCC[Si](C)(C)C)N=CN=1, predict the reaction product. The product is: [F:1][C:2]1[CH:3]=[C:4]([C:21]2[CH:22]=[N:23][N:24]3[CH:29]=[CH:28][C:27]([N:30]4[CH:34]([C:35]5[CH:40]=[CH:39][CH:38]=[CH:37][C:36]=5[N:41]5[CH2:42][CH2:43][NH:44][CH2:45][CH2:46]5)[CH2:33][O:32][C:31]4=[O:54])=[N:26][C:25]=23)[CH:5]=[CH:6][C:7]=1[C:8]1[N:12]=[CH:11][NH:10][N:9]=1. (2) Given the reactants Br[C:2]1[CH:3]=[C:4]([O:9][CH:10]([C:12]2[C:17]([Cl:18])=[CH:16][CH:15]=[C:14]([F:19])[C:13]=2[Cl:20])[CH3:11])[C:5]([NH2:8])=[N:6][CH:7]=1.Br[C:22]1[CH:27]=[CH:26][C:25](B(O)O)=[CH:24][C:23]=1[F:31].[CH3:32][PH:33](=[O:35])[CH3:34], predict the reaction product. The product is: [Cl:20][C:13]1[C:14]([F:19])=[CH:15][CH:16]=[C:17]([Cl:18])[C:12]=1[CH:10]([O:9][C:4]1[C:5]([NH2:8])=[N:6][CH:7]=[C:2]([C:25]2[CH:26]=[CH:27][C:22]([P:33]([CH3:34])([CH3:32])=[O:35])=[C:23]([F:31])[CH:24]=2)[CH:3]=1)[CH3:11]. (3) Given the reactants [CH3:1][N:2]([CH3:18])[CH2:3][C@H:4]([CH3:17])[C@:5]([C:9]1[CH:14]=[CH:13][CH:12]=[C:11]([O:15][CH3:16])[CH:10]=1)(O)[CH2:6][CH3:7].S(=O)(=O)(O)O.CS(O)(=O)=O.C1(C)C=CC(S(O)(=O)=O)=CC=1, predict the reaction product. The product is: [CH3:16][O:15][C:11]1[CH:10]=[C:9]([C@H:5]([CH2:6][CH3:7])[C@@H:4]([CH3:17])[CH2:3][N:2]([CH3:18])[CH3:1])[CH:14]=[CH:13][CH:12]=1. (4) Given the reactants [NH2:1][C:2]1[C:7]([C:8]([C:10]2[CH:15]=[CH:14][CH:13]=[CH:12][CH:11]=2)=[O:9])=[CH:6][N:5]=[C:4](S(C)=O)[N:3]=1.FC(F)(F)C(O)=O.[CH3:26][S:27]([N:30]1[CH2:35][CH2:34][CH:33]([NH2:36])[CH2:32][CH2:31]1)(=[O:29])=[O:28].C(N(CC)CC)C, predict the reaction product. The product is: [NH2:1][C:2]1[C:7]([C:8]([C:10]2[CH:11]=[CH:12][CH:13]=[CH:14][CH:15]=2)=[O:9])=[CH:6][N:5]=[C:4]([NH:36][CH:33]2[CH2:34][CH2:35][N:30]([S:27]([CH3:26])(=[O:29])=[O:28])[CH2:31][CH2:32]2)[N:3]=1. (5) Given the reactants [CH2:1]([C:5]1([CH2:29][CH2:30][CH2:31][CH3:32])[CH2:11][N:10]([C:12]2[CH:17]=[CH:16][C:15]([O:18]C)=[CH:14][CH:13]=2)[C:9]2[CH:20]=[C:21]([N:24]([CH3:26])[CH3:25])[CH:22]=[CH:23][C:8]=2[S:7](=[O:28])(=[O:27])[CH2:6]1)[CH2:2][CH2:3][CH3:4].B(Br)(Br)Br.O, predict the reaction product. The product is: [CH2:1]([C:5]1([CH2:29][CH2:30][CH2:31][CH3:32])[CH2:11][N:10]([C:12]2[CH:13]=[CH:14][C:15]([OH:18])=[CH:16][CH:17]=2)[C:9]2[CH:20]=[C:21]([N:24]([CH3:26])[CH3:25])[CH:22]=[CH:23][C:8]=2[S:7](=[O:27])(=[O:28])[CH2:6]1)[CH2:2][CH2:3][CH3:4]. (6) Given the reactants Cl[C:2]1[N:3]=[N:4][CH:5]=[C:6]([C:8]2[C:13]([C:14]([OH:17])([CH3:16])[CH3:15])=[CH:12][CH:11]=[CH:10][N:9]=2)[CH:7]=1.O.[NH2:19][NH2:20], predict the reaction product. The product is: [NH:19]([C:2]1[N:3]=[N:4][CH:5]=[C:6]([C:8]2[C:13]([C:14]([OH:17])([CH3:16])[CH3:15])=[CH:12][CH:11]=[CH:10][N:9]=2)[CH:7]=1)[NH2:20]. (7) Given the reactants [NH2:1][CH2:2][CH2:3][C:4]1[CH:9]=[CH:8][N:7]=[CH:6][CH:5]=1.[C:10](O[C:10]([O:12][C:13]([CH3:16])([CH3:15])[CH3:14])=[O:11])([O:12][C:13]([CH3:16])([CH3:15])[CH3:14])=[O:11], predict the reaction product. The product is: [N:7]1[CH:8]=[CH:9][C:4]([CH2:3][CH2:2][NH:1][C:10](=[O:11])[O:12][C:13]([CH3:16])([CH3:15])[CH3:14])=[CH:5][CH:6]=1.